The task is: Predict the reactants needed to synthesize the given product.. This data is from Full USPTO retrosynthesis dataset with 1.9M reactions from patents (1976-2016). (1) Given the product [Cl:17][C:18]1[CH:19]=[C:20]([C:21]2[O:13][C:12]([C:7]3[S:8][C:9]([CH3:11])=[C:10]4[C:6]=3[CH2:5][C@H:4]3[C:2]([CH3:16])([CH3:1])[C@H:3]34)=[N:14][N:15]=2)[CH:24]=[C:25]([CH3:27])[N:26]=1, predict the reactants needed to synthesize it. The reactants are: [CH3:1][C:2]1([CH3:16])[CH:4]2[CH2:5][C:6]3[C:10]([CH:3]12)=[C:9]([CH3:11])[S:8][C:7]=3[C:12]([NH:14][NH2:15])=[O:13].[Cl:17][C:18]1[CH:19]=[C:20]([CH:24]=[C:25]([CH3:27])[N:26]=1)[C:21](O)=O. (2) Given the product [CH2:18]([O:17][C:16](=[O:20])[CH2:2][C:1]([C:4]1[CH:9]=[CH:8][CH:7]=[C:6]([S:10](=[O:12])(=[O:11])[N:13]([CH3:14])[CH3:15])[CH:5]=1)=[O:3])[CH3:19], predict the reactants needed to synthesize it. The reactants are: [C:1]([C:4]1[CH:5]=[C:6]([S:10]([N:13]([CH3:15])[CH3:14])(=[O:12])=[O:11])[CH:7]=[CH:8][CH:9]=1)(=[O:3])[CH3:2].[C:16](=O)([O:20]CC)[O:17][CH2:18][CH3:19].